Dataset: NCI-60 drug combinations with 297,098 pairs across 59 cell lines. Task: Regression. Given two drug SMILES strings and cell line genomic features, predict the synergy score measuring deviation from expected non-interaction effect. (1) Drug 1: CN(CC1=CN=C2C(=N1)C(=NC(=N2)N)N)C3=CC=C(C=C3)C(=O)NC(CCC(=O)O)C(=O)O. Drug 2: N.N.Cl[Pt+2]Cl. Cell line: NCI-H460. Synergy scores: CSS=78.9, Synergy_ZIP=-2.51, Synergy_Bliss=-2.87, Synergy_Loewe=0.0904, Synergy_HSA=1.81. (2) Drug 1: CC1=C(C=C(C=C1)C(=O)NC2=CC(=CC(=C2)C(F)(F)F)N3C=C(N=C3)C)NC4=NC=CC(=N4)C5=CN=CC=C5. Drug 2: C1=CC=C(C=C1)NC(=O)CCCCCCC(=O)NO. Cell line: U251. Synergy scores: CSS=6.60, Synergy_ZIP=-1.45, Synergy_Bliss=-0.481, Synergy_Loewe=-5.57, Synergy_HSA=-0.879. (3) Drug 1: CCC1=CC2CC(C3=C(CN(C2)C1)C4=CC=CC=C4N3)(C5=C(C=C6C(=C5)C78CCN9C7C(C=CC9)(C(C(C8N6C)(C(=O)OC)O)OC(=O)C)CC)OC)C(=O)OC.C(C(C(=O)O)O)(C(=O)O)O. Drug 2: CCN(CC)CCNC(=O)C1=C(NC(=C1C)C=C2C3=C(C=CC(=C3)F)NC2=O)C. Cell line: CCRF-CEM. Synergy scores: CSS=34.7, Synergy_ZIP=1.54, Synergy_Bliss=3.03, Synergy_Loewe=-19.6, Synergy_HSA=1.41. (4) Cell line: NCIH23. Drug 1: C1=C(C(=O)NC(=O)N1)N(CCCl)CCCl. Synergy scores: CSS=39.4, Synergy_ZIP=-1.41, Synergy_Bliss=-0.794, Synergy_Loewe=-7.69, Synergy_HSA=1.40. Drug 2: C1=NC2=C(N1)C(=S)N=CN2.